Predict the product of the given reaction. From a dataset of Forward reaction prediction with 1.9M reactions from USPTO patents (1976-2016). Given the reactants O1CCOCC1.[Cl:7][CH:8]1[C:13](Cl)([NH2:14])[CH:12]=[N:11][CH:10]=[N:9]1.[CH3:16][NH2:17], predict the reaction product. The product is: [Cl:7][C:8]1[N:9]=[CH:10][N:11]=[C:12]([NH:17][CH3:16])[C:13]=1[NH2:14].